The task is: Predict the product of the given reaction.. This data is from Forward reaction prediction with 1.9M reactions from USPTO patents (1976-2016). The product is: [CH:23]1[C:32]2[C:27](=[CH:28][CH:29]=[CH:30][CH:31]=2)[CH:26]=[CH:25][C:24]=1[CH2:33][N:34]1[CH2:39][CH2:38][N:37]([C:13]([CH:10]2[CH2:11][CH2:12][N:7]([C:4]3[CH:5]=[CH:6][N:1]=[CH:2][CH:3]=3)[CH2:8][CH2:9]2)=[O:14])[CH2:36][C:35]1=[O:40]. Given the reactants [N:1]1[CH:6]=[CH:5][C:4]([N:7]2[CH2:12][CH2:11][CH:10]([C:13](Cl)=[O:14])[CH2:9][CH2:8]2)=[CH:3][CH:2]=1.FC(F)(F)C(O)=O.[CH:23]1[C:32]2[C:27](=[CH:28][CH:29]=[CH:30][CH:31]=2)[CH:26]=[CH:25][C:24]=1[CH2:33][N:34]1[CH2:39][CH2:38][NH:37][CH2:36][C:35]1=[O:40], predict the reaction product.